From a dataset of Reaction yield outcomes from USPTO patents with 853,638 reactions. Predict the reaction yield, written as a fraction of the theoretical maximum amount of product (1.0 means a 100% yield; for example, 0.34 means a 34% yield). The yield is 0.980. The reactants are F[C:2](F)(F)C(O)=O.[NH:8]1[CH2:11][CH:10]([O:12][C:13]2[CH:14]=[CH:15][C:16]([Br:19])=[N:17][CH:18]=2)[CH2:9]1.C=O.[BH-](OC(C)=O)(OC(C)=O)OC(C)=O.[Na+]. The product is [Br:19][C:16]1[CH:15]=[CH:14][C:13]([O:12][CH:10]2[CH2:11][N:8]([CH3:2])[CH2:9]2)=[CH:18][N:17]=1. The catalyst is ClCCl.